This data is from Forward reaction prediction with 1.9M reactions from USPTO patents (1976-2016). The task is: Predict the product of the given reaction. (1) Given the reactants [NH2:1][C:2]1[C:6]2[CH:7]=[N:8][CH:9]=[CH:10][C:5]=2[S:4][C:3]=1[C:11]([O:13][CH2:14][CH3:15])=[O:12].[Si:16]([O:23][N:24]=[C:25]1[C:33]2[C:28](=[CH:29][C:30](Br)=[CH:31][CH:32]=2)[CH2:27][CH2:26]1)([C:19]([CH3:22])([CH3:21])[CH3:20])([CH3:18])[CH3:17].C([O-])([O-])=O.[Cs+].[Cs+], predict the reaction product. The product is: [Si:16]([O:23][N:24]=[C:25]1[C:33]2[C:28](=[CH:29][C:30]([NH:1][C:2]3[C:6]4[CH:7]=[N:8][CH:9]=[CH:10][C:5]=4[S:4][C:3]=3[C:11]([O:13][CH2:14][CH3:15])=[O:12])=[CH:31][CH:32]=2)[CH2:27][CH2:26]1)([C:19]([CH3:22])([CH3:21])[CH3:20])([CH3:18])[CH3:17]. (2) Given the reactants [CH:1]1([NH2:8])[CH2:7][CH2:6][CH2:5][CH2:4][CH2:3][CH2:2]1.[OH:9][C:10]1[CH:11]=[CH:12][C:13]([CH2:21][CH2:22][N:23]([CH2:34][CH:35]=O)[C:24](=[O:33])[O:25][CH2:26][C:27]2[CH:32]=[CH:31][CH:30]=[CH:29][CH:28]=2)=[C:14]2[C:19]=1[NH:18][C:17](=[O:20])[CH:16]=[CH:15]2.C(O[BH-](OC(=O)C)OC(=O)C)(=O)C.[Na+].C(=O)([O-])O.[Na+], predict the reaction product. The product is: [CH:1]1([NH:8][CH2:35][CH2:34][N:23]([CH2:22][CH2:21][C:13]2[CH:12]=[CH:11][C:10]([OH:9])=[C:19]3[C:14]=2[CH:15]=[CH:16][C:17](=[O:20])[NH:18]3)[C:24](=[O:33])[O:25][CH2:26][C:27]2[CH:28]=[CH:29][CH:30]=[CH:31][CH:32]=2)[CH2:7][CH2:6][CH2:5][CH2:4][CH2:3][CH2:2]1.